Dataset: Forward reaction prediction with 1.9M reactions from USPTO patents (1976-2016). Task: Predict the product of the given reaction. (1) Given the reactants [Cl:1][C:2]1[CH:7]=[CH:6][C:5]([C:8]([C:10]2[C:14]([C:15]3[C:16]([CH3:22])=[N:17][O:18][C:19]=3[CH2:20][OH:21])=[CH:13][N:12]([CH3:23])[N:11]=2)=[O:9])=[CH:4][CH:3]=1.C(N(CC)CC)C.[CH3:31][S:32](Cl)(=[O:34])=[O:33].C(=O)(O)[O-].[Na+], predict the reaction product. The product is: [CH3:31][S:32]([O:21][CH2:20][C:19]1[O:18][N:17]=[C:16]([CH3:22])[C:15]=1[CH:14]1[CH2:13][N:12]([CH3:23])[N:11]=[C:10]1[C:8](=[O:9])[C:5]1[CH:6]=[CH:7][C:2]([Cl:1])=[CH:3][CH:4]=1)(=[O:34])=[O:33]. (2) Given the reactants [C:1]([O:4][CH2:5][C:6]1[CH:11]=[CH:10][C:9]([CH3:12])=[CH:8][C:7]=1[Cl:13])(=[O:3])[CH3:2].CC(N=NC(C#N)(C)C)(C#N)C.C1C(=O)N([Br:33])C(=O)C1, predict the reaction product. The product is: [C:1]([O:4][CH2:5][C:6]1[CH:11]=[CH:10][C:9]([CH2:12][Br:33])=[CH:8][C:7]=1[Cl:13])(=[O:3])[CH3:2]. (3) Given the reactants [N+:1]([C:4]1[CH:5]=[N:6][C:7]2[C:12]([C:13]=1[OH:14])=[N:11][CH:10]=[CH:9][CH:8]=2)([O-])=O.C(N(CC)CC)C, predict the reaction product. The product is: [NH2:1][C:4]1[CH:5]=[N:6][C:7]2[C:12]([C:13]=1[OH:14])=[N:11][CH:10]=[CH:9][CH:8]=2.